The task is: Predict which catalyst facilitates the given reaction.. This data is from Catalyst prediction with 721,799 reactions and 888 catalyst types from USPTO. (1) Reactant: [C:1](Cl)(=[O:3])[CH3:2].[CH:5]1([NH:8][CH2:9][CH2:10][CH2:11][O:12][C:13]2[CH:18]=[CH:17][C:16]([C:19]3[N:24]=[C:23]([C:25]#[N:26])[C:22]4[N:27]=[CH:28][NH:29][C:21]=4[CH:20]=3)=[CH:15][C:14]=2[C:30]([F:33])([F:32])[F:31])[CH2:7][CH2:6]1.[CH:34](N(C(C)C)CC)(C)C. Product: [C:1]([N:8]([CH2:9][CH2:10][CH2:11][O:12][C:13]1[CH:18]=[CH:17][C:16]([C:19]2[N:24]=[C:23]([C:25]#[N:26])[C:22]3[N:27]=[CH:28][N:29]([CH3:34])[C:21]=3[CH:20]=2)=[CH:15][C:14]=1[C:30]([F:32])([F:31])[F:33])[CH:5]1[CH2:7][CH2:6]1)(=[O:3])[CH3:2]. The catalyst class is: 1. (2) Reactant: [C:1]([O:5][C:6]([N:8]1[CH2:13][CH2:12][CH:11]([NH:14][C:15]2[C:16]3[N:17]([C:30]([CH3:33])=[N:31][N:32]=3)[N:18]=[C:19]([C:21]3[NH:22][C:23]4[C:28]([CH:29]=3)=[CH:27][CH:26]=[CH:25][CH:24]=4)[CH:20]=2)[CH2:10][CH2:9]1)=[O:7])([CH3:4])([CH3:3])[CH3:2].[H-].[Na+].[CH2:36](Br)[C:37]1[CH:42]=[CH:41][CH:40]=[CH:39][CH:38]=1. Product: [C:1]([O:5][C:6]([N:8]1[CH2:13][CH2:12][CH:11]([NH:14][C:15]2[C:16]3[N:17]([C:30]([CH3:33])=[N:31][N:32]=3)[N:18]=[C:19]([C:21]3[N:22]([CH2:36][C:37]4[CH:42]=[CH:41][CH:40]=[CH:39][CH:38]=4)[C:23]4[C:28]([CH:29]=3)=[CH:27][CH:26]=[CH:25][CH:24]=4)[CH:20]=2)[CH2:10][CH2:9]1)=[O:7])([CH3:4])([CH3:3])[CH3:2]. The catalyst class is: 1. (3) Product: [Cl:1][C:2]1[N:10]=[CH:9][N:8]=[C:7]2[C:3]=1[N:4]=[CH:5][N:6]2[CH:16]1[CH2:15][CH2:14][CH2:13][O:11]1. The catalyst class is: 13. Reactant: [Cl:1][C:2]1[N:10]=[CH:9][N:8]=[C:7]2[C:3]=1[NH:4][CH:5]=[N:6]2.[O:11]1[CH:16]=[CH:15][CH2:14][CH2:13]C1.FC(F)(F)C(O)=O.N. (4) Reactant: N(C(OCC)=O)=NC(OCC)=O.[OH:13][C:14]1[CH:15]=[C:16]([CH:19]=[CH:20][CH:21]=1)[CH:17]=[O:18].C1(P(C2C=CC=CC=2)C2C=CC=CC=2)C=CC=CC=1.O[CH2:42][CH2:43][C:44]1[CH:49]=[CH:48][CH:47]=[CH:46][N:45]=1. Product: [N:45]1[CH:46]=[CH:47][CH:48]=[CH:49][C:44]=1[CH2:43][CH2:42][O:13][C:14]1[CH:15]=[C:16]([CH:19]=[CH:20][CH:21]=1)[CH:17]=[O:18]. The catalyst class is: 1. (5) Reactant: [C:1]1(=[O:8])[O:7][C:5](=[O:6])[CH2:4][O:3][CH2:2]1.[CH3:9][CH:10]1[CH2:19][C:18]2[N:17]=[N:16][C:15]([C:20]3[CH:25]=[CH:24][CH:23]=[C:22]([C:26]([F:29])([F:28])[F:27])[CH:21]=3)=[CH:14][C:13]=2[CH:12]([OH:30])[CH2:11]1.C1(C)C=CC=CC=1. Product: [C:5]([CH2:4][O:3][CH2:2][C:1]([O:30][CH:12]1[CH2:11][CH:10]([CH3:9])[CH2:19][C:18]2[N:17]=[N:16][C:15]([C:20]3[CH:25]=[CH:24][CH:23]=[C:22]([C:26]([F:29])([F:28])[F:27])[CH:21]=3)=[CH:14][C:13]1=2)=[O:8])([OH:7])=[O:6]. The catalyst class is: 17. (6) Reactant: Br[CH2:2][C:3]([C:5]1[CH:10]=[CH:9][CH:8]=[CH:7][C:6]=1[F:11])=O.[NH2:12][C:13](=[S:24])[CH2:14][N:15]([CH3:23])[C:16](=[O:22])[O:17][C:18]([CH3:21])([CH3:20])[CH3:19].C(=O)([O-])O.[Na+]. Product: [F:11][C:6]1[CH:7]=[CH:8][CH:9]=[CH:10][C:5]=1[C:3]1[N:12]=[C:13]([CH2:14][N:15]([CH3:23])[C:16](=[O:22])[O:17][C:18]([CH3:19])([CH3:20])[CH3:21])[S:24][CH:2]=1. The catalyst class is: 9. (7) Reactant: [Br:1]N1C(=O)CCC1=O.C([C:13]1[CH:18]=[C:17]([C:19]2[CH:27]=[C:26]3[C:22]([CH:23]=[CH:24][N:25]3[C:28]3[CH:33]=[CH:32][N:31]=[CH:30][CH:29]=3)=[CH:21][CH:20]=2)[CH:16]=[CH:15][C:14]=1[OH:34])(C)(C)C.N1C=CC=CC=1.O. Product: [Br:1][C:23]1[C:22]2[C:26](=[CH:27][C:19]([C:17]3[CH:18]=[CH:13][C:14]([OH:34])=[CH:15][CH:16]=3)=[CH:20][CH:21]=2)[N:25]([C:28]2[CH:33]=[CH:32][N:31]=[CH:30][CH:29]=2)[CH:24]=1. The catalyst class is: 1.